This data is from Full USPTO retrosynthesis dataset with 1.9M reactions from patents (1976-2016). The task is: Predict the reactants needed to synthesize the given product. Given the product [NH2:19][C:20]1[C:25]([C:26]#[N:27])=[C:24]([NH:18][CH:16]([C:8]2[N:7]([C:1]3[CH:2]=[CH:3][CH:4]=[CH:5][CH:6]=3)[C:11]3=[N:12][CH:13]=[CH:14][CH:15]=[C:10]3[N:9]=2)[CH3:17])[N:23]=[CH:22][N:21]=1, predict the reactants needed to synthesize it. The reactants are: [C:1]1([N:7]2[C:11]3=[N:12][CH:13]=[CH:14][CH:15]=[C:10]3[N:9]=[C:8]2[C@@H:16]([NH2:18])[CH3:17])[CH:6]=[CH:5][CH:4]=[CH:3][CH:2]=1.[NH2:19][C:20]1[C:25]([C:26]#[N:27])=[C:24](Cl)[N:23]=[CH:22][N:21]=1.CCN(C(C)C)C(C)C.